This data is from Reaction yield outcomes from USPTO patents with 853,638 reactions. The task is: Predict the reaction yield, written as a fraction of the theoretical maximum amount of product (1.0 means a 100% yield; for example, 0.34 means a 34% yield). The product is [F:1][C:2]1[C:3]([CH3:25])=[C:4]([C@:8]2([C:21]([O:23][CH3:24])=[O:22])[CH2:12][CH2:11][C:10]([C:26]3[CH:31]=[CH:30][CH:29]=[CH:28][CH:27]=3)=[CH:9]2)[CH:5]=[CH:6][CH:7]=1. No catalyst specified. The yield is 0.700. The reactants are [F:1][C:2]1[C:3]([CH3:25])=[C:4]([C@:8]2([C:21]([O:23][CH3:24])=[O:22])[CH2:12][CH2:11][C:10](OS(C(F)(F)F)(=O)=O)=[CH:9]2)[CH:5]=[CH:6][CH:7]=1.[C:26]1(B(O)O)[CH:31]=[CH:30][CH:29]=[CH:28][CH:27]=1.